From a dataset of Forward reaction prediction with 1.9M reactions from USPTO patents (1976-2016). Predict the product of the given reaction. (1) Given the reactants C(OC(=O)[NH:7][CH2:8][C:9]1[C:10]([C:23]2[CH:28]=[CH:27][CH:26]=[C:25]([F:29])[CH:24]=2)=[N:11][C:12]2[C:17]([CH:18]=1)=[CH:16][CH:15]=[CH:14][C:13]=2[S:19]([CH3:22])(=[O:21])=[O:20])(C)(C)C.C(O)(C(F)(F)F)=O.Cl[C:39]1[N:47]=[CH:46][N:45]=[C:44]2[C:40]=1[NH:41][CH:42]=[N:43]2.CCN(C(C)C)C(C)C, predict the reaction product. The product is: [F:29][C:25]1[CH:24]=[C:23]([C:10]2[C:9]([CH2:8][NH:7][C:39]3[N:47]=[CH:46][N:45]=[C:44]4[C:40]=3[N:41]=[CH:42][NH:43]4)=[CH:18][C:17]3[C:12](=[C:13]([S:19]([CH3:22])(=[O:20])=[O:21])[CH:14]=[CH:15][CH:16]=3)[N:11]=2)[CH:28]=[CH:27][CH:26]=1. (2) The product is: [CH3:1][NH:2][C:3]1[CH:8]=[CH:7][N:6]2[CH:11]=[C:12]([C:14]3[CH:19]=[CH:18][C:17]([OH:20])=[CH:16][CH:15]=3)[N:9]=[C:5]2[CH:4]=1. Given the reactants [CH3:1][NH:2][C:3]1[CH:8]=[CH:7][N:6]=[C:5]([NH2:9])[CH:4]=1.Br[CH2:11][C:12]([C:14]1[CH:19]=[CH:18][C:17]([OH:20])=[CH:16][CH:15]=1)=O, predict the reaction product. (3) Given the reactants [OH:1][C:2]1[CH:13]=[CH:12][C:5]2[C:6]([C:9]([OH:11])=O)=[CH:7][S:8][C:4]=2[CH:3]=1.[C:14]([O:18][C:19](=[O:35])[CH2:20][NH:21][CH2:22][C:23]1[CH:24]=[C:25]([C:28]([O:30][C:31]([CH3:34])([CH3:33])[CH3:32])=[O:29])[S:26][CH:27]=1)([CH3:17])([CH3:16])[CH3:15].C(N(CC)C(C)C)(C)C.F[P-](F)(F)(F)(F)F.C(C(=NO[C+](N(C)C)N1CCOCC1)C(OCC)=O)#N, predict the reaction product. The product is: [C:14]([O:18][C:19](=[O:35])[CH2:20][N:21]([CH2:22][C:23]1[CH:24]=[C:25]([C:28]([O:30][C:31]([CH3:34])([CH3:33])[CH3:32])=[O:29])[S:26][CH:27]=1)[C:9]([C:6]1[C:5]2[CH:12]=[CH:13][C:2]([OH:1])=[CH:3][C:4]=2[S:8][CH:7]=1)=[O:11])([CH3:16])([CH3:17])[CH3:15].